This data is from Reaction yield outcomes from USPTO patents with 853,638 reactions. The task is: Predict the reaction yield, written as a fraction of the theoretical maximum amount of product (1.0 means a 100% yield; for example, 0.34 means a 34% yield). (1) The reactants are [F:1][C:2]1[C:11]2[O:10][CH2:9][CH:8]([NH:12][CH2:13][CH2:14][CH2:15][C:16]3[C:24]4[C:19](=[CH:20][CH:21]=[C:22]([F:25])[CH:23]=4)[NH:18][CH:17]=3)[CH2:7][C:6]=2[C:5]([C:26]([NH2:28])=[O:27])=[CH:4][CH:3]=1.[CH:29](=O)[CH2:30][CH3:31].C(O)(=O)C.C([BH3-])#N.[Na+]. The catalyst is CO.C(Cl)Cl.O. The product is [F:1][C:2]1[C:11]2[O:10][CH2:9][CH:8]([N:12]([CH2:13][CH2:14][CH2:15][C:16]3[C:24]4[C:19](=[CH:20][CH:21]=[C:22]([F:25])[CH:23]=4)[NH:18][CH:17]=3)[CH2:29][CH2:30][CH3:31])[CH2:7][C:6]=2[C:5]([C:26]([NH2:28])=[O:27])=[CH:4][CH:3]=1. The yield is 0.900. (2) The reactants are [CH3:1][C:2]1([CH3:24])[CH:7]2[CH2:8][CH:3]1[CH2:4][CH2:5][CH:6]2[NH:9][S:10]([C:13]1[CH:18]=[CH:17][C:16]([C:19]#[C:20][CH2:21][CH2:22][OH:23])=[CH:15][CH:14]=1)(=[O:12])=[O:11]. The catalyst is CCO.[Pd]. The product is [CH3:1][C:2]1([CH3:24])[CH:7]2[CH2:8][CH:3]1[CH2:4][CH2:5][CH:6]2[NH:9][S:10]([C:13]1[CH:14]=[CH:15][C:16]([CH2:19][CH2:20][CH2:21][CH2:22][OH:23])=[CH:17][CH:18]=1)(=[O:12])=[O:11]. The yield is 1.00. (3) The reactants are [F:1][C:2]1[CH:7]=[CH:6][CH:5]=[C:4]([F:8])[C:3]=1[N:9]1[C:14]2[N:15]=[C:16]([S:34][CH3:35])[N:17]=[C:18]([C:19]3[CH:20]=[C:21]([CH:30]=[CH:31][C:32]=3[CH3:33])[C:22]([NH:24][C:25]3[S:26][CH:27]=[CH:28][N:29]=3)=[O:23])[C:13]=2[CH2:12][NH:11][C:10]1=[O:36].C1C=C(Cl)C=C(C(OO)=[O:45])C=1. The catalyst is ClCCl. The product is [F:8][C:4]1[CH:5]=[CH:6][CH:7]=[C:2]([F:1])[C:3]=1[N:9]1[C:14]2[N:15]=[C:16]([S:34]([CH3:35])=[O:45])[N:17]=[C:18]([C:19]3[CH:20]=[C:21]([CH:30]=[CH:31][C:32]=3[CH3:33])[C:22]([NH:24][C:25]3[S:26][CH:27]=[CH:28][N:29]=3)=[O:23])[C:13]=2[CH2:12][NH:11][C:10]1=[O:36]. The yield is 0.950. (4) The reactants are [N:1]1([C:6]([O:8][C:9]([CH3:12])([CH3:11])[CH3:10])=[O:7])[CH2:5][CH2:4][CH2:3][CH2:2]1.C1C[C@H]2N(C[C@H]3[C@@H]4CCCCN4C[C@@H]2C3)CC1.[Li]C(CC)C.Br[C:36]1[CH:41]=[C:40]([F:42])[CH:39]=[CH:38][C:37]=1[F:43].[NH4+].[OH-]. The catalyst is CC(OC)(C)C.[Cl-].[Cl-].[Zn+2].CC([O-])=O.CC([O-])=O.[Pd+2].P(C(C)(C)C)(C(C)(C)C)C(C)(C)C.[H+].[B-](F)(F)(F)F. The product is [F:42][C:40]1[CH:41]=[CH:36][C:37]([F:43])=[CH:38][C:39]=1[C@H:2]1[CH2:3][CH2:4][CH2:5][N:1]1[C:6]([O:8][C:9]([CH3:12])([CH3:11])[CH3:10])=[O:7]. The yield is 0.720.